Dataset: Forward reaction prediction with 1.9M reactions from USPTO patents (1976-2016). Task: Predict the product of the given reaction. (1) Given the reactants FC(F)(F)C([NH:5][CH2:6][CH2:7][CH2:8][C:9]1[CH:14]=[CH:13][C:12]([C:15]2[CH:20]=[CH:19][C:18]([C:21]([O:23][CH3:24])=[O:22])=[CH:17][CH:16]=2)=[CH:11][CH:10]=1)=O.Cl.[CH2:28](O)C, predict the reaction product. The product is: [NH2:5][CH2:6][CH2:7][CH2:8][C:9]1[CH:10]=[CH:11][C:12]([C:15]2[CH:16]=[CH:17][C:18]([C:21]([O:23][CH2:24][CH3:28])=[O:22])=[CH:19][CH:20]=2)=[CH:13][CH:14]=1. (2) Given the reactants [F:1][C:2]([F:34])([F:33])[C:3]1[CH:28]=[C:27]([C:29]([F:32])([F:31])[F:30])[CH:26]=[CH:25][C:4]=1[CH2:5][N:6]1[C:14]2[C:9](=[CH:10][C:11]([CH:15]=[C:16]3[S:20][C:19](SCC)=[N:18][C:17]3=[O:24])=[CH:12][CH:13]=2)[CH:8]=[N:7]1.[C:35]([O:39][C:40]([N:42]1[CH2:46][CH:45]([NH:47][CH3:48])[CH2:44][CH:43]1[CH2:49][OH:50])=[O:41])([CH3:38])([CH3:37])[CH3:36], predict the reaction product. The product is: [C:35]([O:39][C:40]([N:42]1[CH2:46][CH:45]([N:47]([C:19]2[S:20][C:16](=[CH:15][C:11]3[CH:10]=[C:9]4[C:14](=[CH:13][CH:12]=3)[N:6]([CH2:5][C:4]3[CH:25]=[CH:26][C:27]([C:29]([F:32])([F:30])[F:31])=[CH:28][C:3]=3[C:2]([F:33])([F:34])[F:1])[N:7]=[CH:8]4)[C:17](=[O:24])[N:18]=2)[CH3:48])[CH2:44][CH:43]1[CH2:49][OH:50])=[O:41])([CH3:38])([CH3:37])[CH3:36]. (3) Given the reactants [C:1]1([C:7]2([OH:13])[CH2:12][CH2:11][NH:10][CH2:9][CH2:8]2)[CH:6]=[CH:5][CH:4]=[CH:3][CH:2]=1.N1C(C)=CC=CC=1C.[I-].[K+].Br[CH2:25][CH2:26][CH:27]=[C:28]1[C:34]2[CH:35]=[CH:36][CH:37]=[N:38][C:33]=2[CH2:32][O:31][C:30]2[CH:39]=[CH:40][C:41]([C:43]([OH:46])([CH3:45])[CH3:44])=[CH:42][C:29]1=2, predict the reaction product. The product is: [OH:46][C:43]([C:41]1[CH:40]=[CH:39][C:30]2[O:31][CH2:32][C:33]3[N:38]=[CH:37][CH:36]=[CH:35][C:34]=3[C:28](=[CH:27][CH2:26][CH2:25][N:10]3[CH2:11][CH2:12][C:7]([C:1]4[CH:2]=[CH:3][CH:4]=[CH:5][CH:6]=4)([OH:13])[CH2:8][CH2:9]3)[C:29]=2[CH:42]=1)([CH3:45])[CH3:44]. (4) Given the reactants [CH3:1][C:2]1[CH:7]=[CH:6][C:5]([C:8]2[O:9][C:10]([CH3:13])=[N:11][N:12]=2)=[CH:4][C:3]=1[C:14]1[CH:19]=[CH:18][C:17]([C:20](O)=[O:21])=[CH:16][CH:15]=1.[O:23]([C:30]1[CH:37]=[CH:36][C:33]([CH2:34][NH2:35])=[CH:32][CH:31]=1)[C:24]1[CH:29]=[CH:28][CH:27]=[CH:26][CH:25]=1, predict the reaction product. The product is: [CH3:1][C:2]1[CH:7]=[CH:6][C:5]([C:8]2[O:9][C:10]([CH3:13])=[N:11][N:12]=2)=[CH:4][C:3]=1[C:14]1[CH:19]=[CH:18][C:17]([C:20]([NH:35][CH2:34][C:33]2[CH:36]=[CH:37][C:30]([O:23][C:24]3[CH:25]=[CH:26][CH:27]=[CH:28][CH:29]=3)=[CH:31][CH:32]=2)=[O:21])=[CH:16][CH:15]=1. (5) Given the reactants CS(Cl)(=O)=O.[Br:6][C:7]1[CH:12]=[CH:11][C:10]([C:13]2[O:14][C:15]([CH3:21])=[C:16]([CH2:18][CH2:19]O)[N:17]=2)=[CH:9][CH:8]=1.C([N:24]([CH2:27][CH3:28])[CH2:25]C)C.BrC1C=CC(C2OC(C)=C(CCOS(C)(=O)=O)N=2)=CC=1.N1CCC1, predict the reaction product. The product is: [N:24]1([CH2:19][CH2:18][C:16]2[N:17]=[C:13]([C:10]3[CH:11]=[CH:12][C:7]([Br:6])=[CH:8][CH:9]=3)[O:14][C:15]=2[CH3:21])[CH2:25][CH2:28][CH2:27]1. (6) The product is: [F:16][C:2]([F:1])([F:17])[C:3]1[S:7][C:6]2=[N:8][C:9]([C:11]([OH:13])=[O:12])=[CH:10][N:5]2[CH:4]=1. Given the reactants [F:1][C:2]([F:17])([F:16])[C:3]1[S:7][C:6]2=[N:8][C:9]([C:11]([O:13]CC)=[O:12])=[CH:10][N:5]2[CH:4]=1.B(Br)(Br)Br, predict the reaction product. (7) Given the reactants I[C:2]1[CH:3]=[N:4][N:5]2[CH:10]=[C:9]([C:11]3[CH:12]=[N:13][N:14]([CH3:16])[CH:15]=3)[CH:8]=[C:7]([O:17][CH3:18])[C:6]=12.[C:19]([C:21]1[CH:22]=[N:23][CH:24]=[CH:25][CH:26]=1)#[CH:20].C(N(CC)CC)C, predict the reaction product. The product is: [CH3:18][O:17][C:7]1[C:6]2[N:5]([N:4]=[CH:3][C:2]=2[C:20]#[C:19][C:21]2[CH:22]=[N:23][CH:24]=[CH:25][CH:26]=2)[CH:10]=[C:9]([C:11]2[CH:12]=[N:13][N:14]([CH3:16])[CH:15]=2)[CH:8]=1. (8) Given the reactants Br[CH:2]([C:13]1[CH:14]=[CH:15][C:16]2[N:17]([C:19]([CH:22]([CH3:24])[CH3:23])=[N:20][N:21]=2)[N:18]=1)[C:3]([C:5]1[CH:10]=[CH:9][C:8]([F:11])=[CH:7][C:6]=1[F:12])=O.[CH:25]([N:28]1[CH2:33][CH2:32][N:31]([C:34](=[S:36])[NH2:35])[CH2:30][CH2:29]1)([CH3:27])[CH3:26], predict the reaction product. The product is: [F:12][C:6]1[CH:7]=[C:8]([F:11])[CH:9]=[CH:10][C:5]=1[C:3]1[N:35]=[C:34]([N:31]2[CH2:32][CH2:33][N:28]([CH:25]([CH3:27])[CH3:26])[CH2:29][CH2:30]2)[S:36][C:2]=1[C:13]1[CH:14]=[CH:15][C:16]2[N:17]([C:19]([CH:22]([CH3:24])[CH3:23])=[N:20][N:21]=2)[N:18]=1. (9) Given the reactants [CH3:1][C:2]1([CH3:29])[CH2:11][C:10]2[C:5](=[CH:6][CH:7]=[C:8]([C:12]([OH:14])=O)[CH:9]=2)[NH:4][CH:3]1[C:15]1[CH:20]=[C:19]([N:21]2[CH2:26][CH2:25][O:24][CH2:23][CH2:22]2)[CH:18]=[C:17]([O:27][CH3:28])[CH:16]=1.[CH:30]1([S:33]([NH2:36])(=[O:35])=[O:34])[CH2:32][CH2:31]1, predict the reaction product. The product is: [CH3:1][C:2]1([CH3:29])[CH2:11][C:10]2[C:5](=[CH:6][CH:7]=[C:8]([C:12]([NH:36][S:33]([CH:30]3[CH2:32][CH2:31]3)(=[O:35])=[O:34])=[O:14])[CH:9]=2)[NH:4][CH:3]1[C:15]1[CH:20]=[C:19]([N:21]2[CH2:26][CH2:25][O:24][CH2:23][CH2:22]2)[CH:18]=[C:17]([O:27][CH3:28])[CH:16]=1.